Predict the product of the given reaction. From a dataset of Forward reaction prediction with 1.9M reactions from USPTO patents (1976-2016). Given the reactants O.Cl.[NH:3]1[CH2:8][CH2:7][C:6](=[O:9])[CH2:5][CH2:4]1.[C:10](O[C:10]([O:12][C:13]([CH3:16])([CH3:15])[CH3:14])=[O:11])([O:12][C:13]([CH3:16])([CH3:15])[CH3:14])=[O:11].[OH-].[Na+], predict the reaction product. The product is: [O:9]=[C:6]1[CH2:7][CH2:8][N:3]([C:10]([O:12][C:13]([CH3:16])([CH3:15])[CH3:14])=[O:11])[CH2:4][CH2:5]1.